From a dataset of Forward reaction prediction with 1.9M reactions from USPTO patents (1976-2016). Predict the product of the given reaction. (1) Given the reactants Cl.C[O:3][C:4](=[O:24])[C@H:5]([CH2:7][C:8]1[CH:13]=[CH:12][C:11]([O:14][CH2:15][C:16]2[C:21]([Cl:22])=[CH:20][CH:19]=[CH:18][C:17]=2[Cl:23])=[CH:10][CH:9]=1)[NH2:6].[CH3:25][C:26]1[NH:27][C:28]([CH3:37])=[C:29]([C:34](=[O:36])[CH3:35])[C:30]=1C(O)=O, predict the reaction product. The product is: [Cl:23][C:17]1[CH:18]=[CH:19][CH:20]=[C:21]([Cl:22])[C:16]=1[CH2:15][O:14][C:11]1[CH:12]=[CH:13][C:8]([CH2:7][C@@H:5]([C:4]([OH:3])=[O:24])[NH:6][C:30]2[C:29]([C:34](=[O:36])[CH3:35])=[C:28]([CH3:37])[NH:27][C:26]=2[CH3:25])=[CH:9][CH:10]=1. (2) Given the reactants Cl.C[O:3][C:4]1[C:5]2[N:13]=[C:12]([C:14]3[C:15]([C:20]4[CH:25]=[CH:24][CH:23]=[C:22]([CH3:26])[N:21]=4)=[N:16][CH:17]=[CH:18][CH:19]=3)[CH:11]=[CH:10][C:6]=2[N:7]=[CH:8][N:9]=1, predict the reaction product. The product is: [CH3:26][C:22]1[N:21]=[C:20]([C:15]2[C:14]([C:12]3[CH:11]=[CH:10][C:6]4[N:7]=[CH:8][NH:9][C:4](=[O:3])[C:5]=4[N:13]=3)=[CH:19][CH:18]=[CH:17][N:16]=2)[CH:25]=[CH:24][CH:23]=1. (3) Given the reactants [C:1]([O:5][C:6]([N:8]1[CH2:24][CH2:23][CH2:22][C:10]2([CH:13]([C:14]3[CH:19]=[CH:18][C:17]([F:20])=[CH:16][CH:15]=3)[NH:12][C:11]2=[O:21])[CH2:9]1)=[O:7])([CH3:4])([CH3:3])[CH3:2].[Li+].[CH3:26][Si]([N-][Si](C)(C)C)(C)C.IC, predict the reaction product. The product is: [C:1]([O:5][C:6]([N:8]1[CH2:24][CH2:23][CH2:22][C:10]2([CH:13]([C:14]3[CH:15]=[CH:16][C:17]([F:20])=[CH:18][CH:19]=3)[N:12]([CH3:26])[C:11]2=[O:21])[CH2:9]1)=[O:7])([CH3:4])([CH3:2])[CH3:3]. (4) Given the reactants C1(S(O)=O)C=CC=CC=1.[Na].C12(CS(O)(=O)=O)C(C)(C)C(CC1)CC2=O.C([NH:29][C:30]1[C:31]2[CH:61]=[CH:60][CH:59]=[CH:58][C:32]=2[C:33]2[CH:34]([CH2:56][Cl:57])[CH2:35][N:36]([C:39]([C:41]3[NH:42][C:43]4[C:48]([CH:49]=3)=[CH:47][C:46]([O:50][CH3:51])=[C:45]([O:52][CH3:53])[C:44]=4[O:54][CH3:55])=[O:40])[C:37]=2[CH:38]=1)C=C, predict the reaction product. The product is: [Cl:57][CH2:56][CH:34]1[C:33]2[C:32]3[CH:58]=[CH:59][CH:60]=[CH:61][C:31]=3[C:30]([NH2:29])=[CH:38][C:37]=2[N:36]([C:39]([C:41]2[NH:42][C:43]3[C:48]([CH:49]=2)=[CH:47][C:46]([O:50][CH3:51])=[C:45]([O:52][CH3:53])[C:44]=3[O:54][CH3:55])=[O:40])[CH2:35]1.